Regression. Given a peptide amino acid sequence and an MHC pseudo amino acid sequence, predict their binding affinity value. This is MHC class II binding data. From a dataset of Peptide-MHC class II binding affinity with 134,281 pairs from IEDB. (1) The peptide sequence is VLRTKLMTSRRVLER. The MHC is DRB1_0802 with pseudo-sequence DRB1_0802. The binding affinity (normalized) is 0.561. (2) The peptide sequence is GELQIVDKIDAATKI. The MHC is DRB1_1201 with pseudo-sequence DRB1_1201. The binding affinity (normalized) is 0.436. (3) The peptide sequence is KLGEVSWEEEAEISG. The binding affinity (normalized) is 0. The MHC is DRB1_0801 with pseudo-sequence DRB1_0801.